Task: Predict the reaction yield, written as a fraction of the theoretical maximum amount of product (1.0 means a 100% yield; for example, 0.34 means a 34% yield).. Dataset: Reaction yield outcomes from USPTO patents with 853,638 reactions The reactants are [Br:1][C:2]1[CH:3]=[C:4]([C:7]([OH:9])=[O:8])[S:5][CH:6]=1.S(=O)(=O)(O)O.[CH3:15]O. No catalyst specified. The product is [Br:1][C:2]1[CH:3]=[C:4]([C:7]([O:9][CH3:15])=[O:8])[S:5][CH:6]=1. The yield is 0.970.